From a dataset of Full USPTO retrosynthesis dataset with 1.9M reactions from patents (1976-2016). Predict the reactants needed to synthesize the given product. (1) Given the product [Cl:1][C:2]1[CH:3]=[C:4]([C:22](=[O:21])[CH3:23])[CH:7]=[CH:8][N:9]=1, predict the reactants needed to synthesize it. The reactants are: [Cl:1][C:2]1[CH:3]=[C:4]([CH:7]=[CH:8][N:9]=1)C#N.O(CCCC)CCCC.CC[O:21][CH2:22][CH3:23]. (2) Given the product [C:13]([C@H:10]1[CH2:11][CH2:12][N:8]([C:3]([C@H:2]([NH:15][C:43]([C:32]2[C:30]3[C:29](=[N:28][CH:27]=[C:26]([C:24]4[CH:23]=[N:22][N:21]([CH3:20])[CH:25]=4)[N:31]=3)[NH:34][CH:33]=2)=[O:45])[C:46]([CH3:49])([CH3:48])[CH3:47])=[O:5])[CH2:9]1)#[N:14], predict the reactants needed to synthesize it. The reactants are: F[C:2](F)(F)[C:3]([OH:5])=O.[NH:8]1[CH2:12][CH2:11][C@H:10]([C:13]#[N:14])[CH2:9]1.[NH:15]1CCCC1.[CH3:20][N:21]1[CH:25]=[C:24]([C:26]2[N:31]=[C:30]3[C:32]([C:43]([OH:45])=O)=[CH:33][N:34](COCC[Si](C)(C)C)[C:29]3=[N:28][CH:27]=2)[CH:23]=[N:22]1.[CH:46]1([C:49]2N=C3C(C(O)=O)=CN(COCC[Si](C)(C)C)C3=NC=2)[CH2:48][CH2:47]1.FC(F)(F)C(O)=O. (3) Given the product [CH2:19]([O:7][C:6](=[O:8])[C:5]1[CH:9]=[CH:10][C:2]([Cl:1])=[N:3][CH:4]=1)[CH3:20], predict the reactants needed to synthesize it. The reactants are: [Cl:1][C:2]1[CH:10]=[CH:9][C:5]([C:6]([OH:8])=[O:7])=[CH:4][N:3]=1.ClC([O-])=O.O=S(Cl)Cl.[C:19]1(OC(Cl)=O)C=CC=C[CH:20]=1.ClC(OC1C=CC([N+]([O-])=O)=CC=1)=O.N=C=N.C1N=CN(C(N2C=NC=C2)=O)C=1.C1CCC(N=C=NC2CCCCC2)CC1.C1C=CC2N(O)N=NC=2C=1.ON1C(=O)CCC1=O. (4) Given the product [I:11][C:12]1[C:20]2[C:15](=[CH:16][C:17](/[CH:21]=[C:3]3/[C:2](=[O:10])[NH:1][C:9]4[C:4]/3=[CH:5][CH:6]=[CH:7][CH:8]=4)=[CH:18][CH:19]=2)[N:14]([CH2:23][O:24][CH2:25][CH2:26][Si:27]([CH3:28])([CH3:30])[CH3:29])[N:13]=1, predict the reactants needed to synthesize it. The reactants are: [NH:1]1[C:9]2[C:4](=[CH:5][CH:6]=[CH:7][CH:8]=2)[CH2:3][C:2]1=[O:10].[I:11][C:12]1[C:20]2[C:15](=[CH:16][C:17]([CH:21]=O)=[CH:18][CH:19]=2)[N:14]([CH2:23][O:24][CH2:25][CH2:26][Si:27]([CH3:30])([CH3:29])[CH3:28])[N:13]=1.N1CCCCC1.